This data is from Reaction yield outcomes from USPTO patents with 853,638 reactions. The task is: Predict the reaction yield, written as a fraction of the theoretical maximum amount of product (1.0 means a 100% yield; for example, 0.34 means a 34% yield). (1) The reactants are [Cl:1][C:2]1[CH:7]=[CH:6][C:5]([C:8]([C:28]2[N:32]([CH3:33])[CH:31]=[N:30][CH:29]=2)([C:10]2[CH:11]=[C:12]3[C:17](=[CH:18][CH:19]=2)[N:16]=[C:15]([O:20]C)[CH:14]=[C:13]3[C:22]2[CH:23]=[N:24][CH:25]=[CH:26][CH:27]=2)[OH:9])=[CH:4][CH:3]=1.[NH4+].[OH-]. The catalyst is Cl.C1COCC1. The product is [Cl:1][C:2]1[CH:7]=[CH:6][C:5]([C:8]([OH:9])([C:28]2[N:32]([CH3:33])[CH:31]=[N:30][CH:29]=2)[C:10]2[CH:11]=[C:12]3[C:17](=[CH:18][CH:19]=2)[NH:16][C:15](=[O:20])[CH:14]=[C:13]3[C:22]2[CH:23]=[N:24][CH:25]=[CH:26][CH:27]=2)=[CH:4][CH:3]=1. The yield is 0.650. (2) No catalyst specified. The product is [I:28][C:27]1[C:22]([NH:1][C@H:2]([C:4]2[N:9]([C:10]3[CH:15]=[CH:14][CH:13]=[CH:12][CH:11]=3)[C:8](=[O:16])[C:7]3=[C:17]([CH3:20])[CH:18]=[CH:19][N:6]3[N:5]=2)[CH3:3])=[N:23][CH:24]=[N:25][CH:26]=1. The reactants are [NH2:1][C@H:2]([C:4]1[N:9]([C:10]2[CH:15]=[CH:14][CH:13]=[CH:12][CH:11]=2)[C:8](=[O:16])[C:7]2=[C:17]([CH3:20])[CH:18]=[CH:19][N:6]2[N:5]=1)[CH3:3].Cl[C:22]1[C:27]([I:28])=[CH:26][N:25]=[CH:24][N:23]=1.[F-].[Cs+].C(N(CC)C(C)C)(C)C. The yield is 0.330. (3) The reactants are [C:1]([O:5][C:6]([N:8]1[CH2:13][CH2:12][CH2:11][CH:10]([C:14]#[N:15])[CH2:9]1)=[O:7])([CH3:4])([CH3:3])[CH3:2].[NH2:16][OH:17]. The catalyst is C(O)C. The product is [C:1]([O:5][C:6]([N:8]1[CH2:13][CH2:12][CH2:11][CH:10]([C:14](=[NH:15])[NH:16][OH:17])[CH2:9]1)=[O:7])([CH3:4])([CH3:3])[CH3:2]. The yield is 1.00. (4) The reactants are [CH3:1][Si:2]([C:5]#[C:6][C:7]1[C:8]([CH:16]=O)=[CH:9][C:10]2[O:14][CH2:13][O:12][C:11]=2[CH:15]=1)([CH3:4])[CH3:3].[NH2:18][C:19]1[CH:24]=[CH:23][C:22]([C:25](=[O:27])[CH3:26])=[CH:21][CH:20]=1.[CH:28]1[CH2:32][CH:31]=[CH:30][CH:29]=1. The catalyst is C(#N)C.C(S([O-])(=O)=O)(F)(F)F.C(S([O-])(=O)=O)(F)(F)F.C(S([O-])(=O)=O)(F)(F)F.[Sc+3]. The product is [CH3:4][Si:2]([C:5]#[C:6][C:7]1[C:8]([CH:16]2[CH:31]3[CH2:32][CH:28]=[CH:29][CH:30]3[C:20]3[CH:21]=[C:22]([C:25](=[O:27])[CH3:26])[CH:23]=[CH:24][C:19]=3[NH:18]2)=[CH:9][C:10]2[O:14][CH2:13][O:12][C:11]=2[CH:15]=1)([CH3:1])[CH3:3]. The yield is 0.970.